From a dataset of Catalyst prediction with 721,799 reactions and 888 catalyst types from USPTO. Predict which catalyst facilitates the given reaction. (1) Product: [F:20][C:21]1[CH:26]=[CH:25][C:24]([C:27]2[C:50]([C:51]([NH:53][CH3:54])=[O:52])=[C:30]3[CH:31]=[C:32]([C:2]4[CH:3]=[CH:4][C:5]5[N:6]=[CH:7][N:8]6[C:16]7[CH:15]=[CH:14][CH:13]=[C:12]([F:17])[C:11]=7[CH:10]=[C:9]6[C:18]=5[N:19]=4)[C:33]([N:35]([CH3:40])[S:36]([CH3:39])(=[O:38])=[O:37])=[CH:34][N:29]3[N:28]=2)=[CH:23][CH:22]=1. The catalyst class is: 62. Reactant: Cl[C:2]1[CH:3]=[CH:4][C:5]2[N:6]=[CH:7][N:8]3[C:16]4[CH:15]=[CH:14][CH:13]=[C:12]([F:17])[C:11]=4[CH:10]=[C:9]3[C:18]=2[N:19]=1.[F:20][C:21]1[CH:26]=[CH:25][C:24]([C:27]2[C:50]([C:51]([NH:53][CH3:54])=[O:52])=[C:30]3[CH:31]=[C:32](B4OC(C)(C)C(C)(C)O4)[C:33]([N:35]([CH3:40])[S:36]([CH3:39])(=[O:38])=[O:37])=[CH:34][N:29]3[N:28]=2)=[CH:23][CH:22]=1.C([O-])([O-])=O.[Na+].[Na+].CC(C1C=C(C(C)C)C(C2C=CC=CC=2P(C2CCCCC2)C2CCCCC2)=C(C(C)C)C=1)C. (2) Reactant: [CH2:1]([O:3][C:4]([C:6]1[CH:7]=[N:8][NH:9][C:10]=1[NH2:11])=[O:5])[CH3:2].C(=O)([O-])[O-].[K+].[K+].Br[CH2:19][C:20]1[CH:31]=[CH:30][C:23]([CH2:24][N:25]2[CH:29]=[CH:28][CH:27]=[N:26]2)=[CH:22][CH:21]=1.C(OCC)(=O)C. Product: [CH2:1]([O:3][C:4]([C:6]1[C:10]([NH2:11])=[N:9][N:8]([CH2:19][C:20]2[CH:21]=[CH:22][C:23]([CH2:24][N:25]3[CH:29]=[CH:28][CH:27]=[N:26]3)=[CH:30][CH:31]=2)[CH:7]=1)=[O:5])[CH3:2].[CH2:1]([O:3][C:4]([C:6]1[CH:7]=[N:8][N:9]([CH2:19][C:20]2[CH:21]=[CH:22][C:23]([CH2:24][N:25]3[CH:29]=[CH:28][CH:27]=[N:26]3)=[CH:30][CH:31]=2)[C:10]=1[NH2:11])=[O:5])[CH3:2]. The catalyst class is: 10. (3) Reactant: Cl.[CH3:2][O:3][C:4]1[CH:9]=[CH:8][C:7]([NH:10][NH2:11])=[CH:6][CH:5]=1.C(N(CC)CC)C.[CH2:19]([O:26][C:27]([N:29]1[CH2:34][CH2:33][CH:32]([C:35](=O)[CH2:36][C:37]([C:39]2[CH:44]=[CH:43][C:42]([O:45][CH2:46][C:47]3[CH:52]=[CH:51][CH:50]=[CH:49][CH:48]=3)=[CH:41][CH:40]=2)=O)[CH2:31][CH2:30]1)=[O:28])[C:20]1[CH:25]=[CH:24][CH:23]=[CH:22][CH:21]=1. Product: [CH2:19]([O:26][C:27]([N:29]1[CH2:30][CH2:31][CH:32]([C:35]2[CH:36]=[C:37]([C:39]3[CH:40]=[CH:41][C:42]([O:45][CH2:46][C:47]4[CH:48]=[CH:49][CH:50]=[CH:51][CH:52]=4)=[CH:43][CH:44]=3)[N:10]([C:7]3[CH:8]=[CH:9][C:4]([O:3][CH3:2])=[CH:5][CH:6]=3)[N:11]=2)[CH2:33][CH2:34]1)=[O:28])[C:20]1[CH:21]=[CH:22][CH:23]=[CH:24][CH:25]=1. The catalyst class is: 8. (4) Reactant: [Cl:1][C:2]1[N:11]=[C:10](Cl)[C:9]2[C:4](=[C:5]([O:13][CH:14]3[CH2:19][CH2:18][O:17][CH2:16][CH2:15]3)[CH:6]=[CH:7][CH:8]=2)[N:3]=1.CCN(C(C)C)C(C)C. Product: [Cl:1][C:2]1[N:11]=[CH:10][C:9]2[C:4](=[C:5]([O:13][CH:14]3[CH2:19][CH2:18][O:17][CH2:16][CH2:15]3)[CH:6]=[CH:7][CH:8]=2)[N:3]=1. The catalyst class is: 78.